From a dataset of Retrosynthesis with 50K atom-mapped reactions and 10 reaction types from USPTO. Predict the reactants needed to synthesize the given product. (1) Given the product COC(=O)c1cc(OCc2ccccc2F)cc([N+](=O)[O-])c1, predict the reactants needed to synthesize it. The reactants are: COC(=O)c1cc(O)cc([N+](=O)[O-])c1.Fc1ccccc1CBr. (2) Given the product O=C(c1cc2c(s1)-c1cc(F)ccc1OC2)N1CCOCC1, predict the reactants needed to synthesize it. The reactants are: C1COCCN1.O=C([O-])c1cc2c(s1)-c1cc(F)ccc1OC2. (3) Given the product Cc1nc(N)c2ncn(CCCCNC(=O)c3ccc(C(OCCN(C)C)c4ccccc4)cc3)c2c1C, predict the reactants needed to synthesize it. The reactants are: CN(C)CCOC(c1ccccc1)c1ccc(C(=O)Cl)cc1.Cc1nc(N)c2ncn(CCCCN)c2c1C. (4) Given the product O=C(Nc1nnc(-c2ccco2)o1)c1cc(-c2ccc(-c3ccccc3)cc2)cs1, predict the reactants needed to synthesize it. The reactants are: O=C(Nc1nnc(-c2ccco2)o1)c1cc(Br)cs1.OB(O)c1ccc(-c2ccccc2)cc1.